The task is: Predict the reactants needed to synthesize the given product.. This data is from Full USPTO retrosynthesis dataset with 1.9M reactions from patents (1976-2016). (1) Given the product [F:30][C:10]1[CH:11]=[C:12]([CH:28]=[CH:29][C:9]=1[OH:8])[CH2:13][N:14]([N:23]1[CH:24]=[N:25][N:26]=[CH:27]1)[C:15]1[CH:16]=[CH:17][C:18]([C:19]#[N:20])=[CH:21][CH:22]=1, predict the reactants needed to synthesize it. The reactants are: C([O:8][C:9]1[CH:29]=[CH:28][C:12]([CH2:13][N:14]([N:23]2[CH:27]=[N:26][N:25]=[CH:24]2)[C:15]2[CH:22]=[CH:21][C:18]([C:19]#[N:20])=[CH:17][CH:16]=2)=[CH:11][C:10]=1[F:30])C1C=CC=CC=1. (2) The reactants are: [CH2:1]([OH:8])[C:2]1[CH:7]=[CH:6][CH:5]=[CH:4][CH:3]=1.N1C=CC=CC=1.Cl[C:16]([O:18][CH:19]([Cl:21])[CH3:20])=[O:17]. Given the product [C:16](=[O:17])([O:18][CH:19]([Cl:21])[CH3:20])[O:8][CH2:1][C:2]1[CH:7]=[CH:6][CH:5]=[CH:4][CH:3]=1, predict the reactants needed to synthesize it. (3) Given the product [CH3:30][O:31][C:32]([N:1]1[CH2:5][CH2:4][C@H:3]([NH:6][C:7]2[C:12]([C:13]3[N:14]=[C:15]4[CH:21]=[CH:20][N:19]([CH2:22][O:23][CH2:24][CH2:25][Si:26]([CH3:29])([CH3:28])[CH3:27])[C:16]4=[N:17][CH:18]=3)=[CH:11][CH:10]=[CH:9][N:8]=2)[CH2:2]1)=[O:33], predict the reactants needed to synthesize it. The reactants are: [NH:1]1[CH2:5][CH2:4][C@H:3]([NH:6][C:7]2[C:12]([C:13]3[N:14]=[C:15]4[CH:21]=[CH:20][N:19]([CH2:22][O:23][CH2:24][CH2:25][Si:26]([CH3:29])([CH3:28])[CH3:27])[C:16]4=[N:17][CH:18]=3)=[CH:11][CH:10]=[CH:9][N:8]=2)[CH2:2]1.[CH3:30][O:31][C:32](Cl)=[O:33].CCN(C(C)C)C(C)C. (4) The reactants are: [C:1]([O:5][C:6](=[O:20])[NH:7][C:8]1[CH:13]=[C:12]([CH3:14])[C:11]([C:15]([F:18])([F:17])[F:16])=[CH:10][C:9]=1[NH2:19])([CH3:4])([CH3:3])[CH3:2].C([O:25][C:26](=O)[CH2:27][C:28]([C:30]1[CH:35]=[CH:34][CH:33]=[C:32]([C:36]2[C:37]([CH2:42][CH3:43])=[N:38][CH:39]=[CH:40][CH:41]=2)[CH:31]=1)=[O:29])(C)(C)C. Given the product [C:1]([O:5][C:6](=[O:20])[NH:7][C:8]1[CH:13]=[C:12]([CH3:14])[C:11]([C:15]([F:18])([F:17])[F:16])=[CH:10][C:9]=1[NH:19][C:26](=[O:25])[CH2:27][C:28]([C:30]1[CH:35]=[CH:34][CH:33]=[C:32]([C:36]2[C:37]([CH2:42][CH3:43])=[N:38][CH:39]=[CH:40][CH:41]=2)[CH:31]=1)=[O:29])([CH3:4])([CH3:2])[CH3:3], predict the reactants needed to synthesize it. (5) Given the product [F:13][C:11]1([F:14])[CH:10]([OH:15])[CH2:9][N:8]([C:24]([O:26][C:27]([CH3:28])([CH3:29])[CH3:30])=[O:25])[CH2:12]1, predict the reactants needed to synthesize it. The reactants are: C([N:8]1[CH2:12][C:11]([F:14])([F:13])[CH:10]([OH:15])[CH2:9]1)C1C=CC=CC=1.[CH3:28][C:27]([O:26][C:24](O[C:24]([O:26][C:27]([CH3:30])([CH3:29])[CH3:28])=[O:25])=[O:25])([CH3:30])[CH3:29]. (6) Given the product [CH3:7][NH:8][CH2:10][C:11]1[CH:16]=[CH:15][C:14]([NH:17][C:18]([C:20]2[C:21](=[O:37])[O:22][C:23]3[C:28]([CH:29]=2)=[CH:27][CH:26]=[C:25]([O:30][CH2:31][CH2:32][F:33])[C:24]=3[CH2:34][CH2:35][CH3:36])=[O:19])=[CH:13][CH:12]=1, predict the reactants needed to synthesize it. The reactants are: Cl.C(O[C:7](=O)[N:8]([CH2:10][C:11]1[CH:16]=[CH:15][C:14]([NH:17][C:18]([C:20]2[C:21](=[O:37])[O:22][C:23]3[C:28]([CH:29]=2)=[CH:27][CH:26]=[C:25]([O:30][CH2:31][CH2:32][F:33])[C:24]=3[CH2:34][CH2:35][CH3:36])=[O:19])=[CH:13][CH:12]=1)C)(C)(C)C. (7) Given the product [C:6]1([S:12]([N:15]2[C:23]3[C:18](=[CH:19][C:20]([Cl:24])=[CH:21][CH:22]=3)[CH:17]=[C:16]2[CH2:2][CH3:3])(=[O:14])=[O:13])[CH:7]=[CH:8][CH:9]=[CH:10][CH:11]=1, predict the reactants needed to synthesize it. The reactants are: [Li][C:2](C)(C)[CH3:3].[C:6]1([S:12]([N:15]2[C:23]3[C:18](=[CH:19][C:20]([Cl:24])=[CH:21][CH:22]=3)[CH:17]=[CH:16]2)(=[O:14])=[O:13])[CH:11]=[CH:10][CH:9]=[CH:8][CH:7]=1.C(I)C. (8) Given the product [Cl:1][C:2]1[C:10]([Cl:11])=[CH:9][CH:8]=[CH:7][C:3]=1[C:4]([NH:22][CH2:21][CH:20]([C:17]1[CH:16]=[N:15][C:14]([C:13]([F:28])([F:27])[F:12])=[N:19][CH:18]=1)[CH2:23][CH:24]1[CH2:26][CH2:25]1)=[O:6], predict the reactants needed to synthesize it. The reactants are: [Cl:1][C:2]1[C:10]([Cl:11])=[CH:9][CH:8]=[CH:7][C:3]=1[C:4]([OH:6])=O.[F:12][C:13]([F:28])([F:27])[C:14]1[N:19]=[CH:18][C:17]([CH:20]([CH2:23][CH:24]2[CH2:26][CH2:25]2)[CH2:21][NH2:22])=[CH:16][N:15]=1. (9) Given the product [F:11][C:12]1[CH:20]=[CH:19][C:15]([CH2:16][CH2:17][NH:18][C:21](=[O:28])[C:22]2[CH:27]=[CH:26][CH:25]=[CH:24][CH:23]=2)=[CH:14][CH:13]=1, predict the reactants needed to synthesize it. The reactants are: C1C=NC2N(O)N=NC=2C=1.[F:11][C:12]1[CH:20]=[CH:19][C:15]([CH2:16][CH2:17][NH2:18])=[CH:14][CH:13]=1.[C:21](O)(=[O:28])[C:22]1[CH:27]=[CH:26][CH:25]=[CH:24][CH:23]=1.C(Cl)CCl.